This data is from Forward reaction prediction with 1.9M reactions from USPTO patents (1976-2016). The task is: Predict the product of the given reaction. Given the reactants [Br:1][C:2]1[CH:7]=[CH:6][C:5]([OH:8])=[C:4]([Cl:9])[C:3]=1[Cl:10].C(=O)([O-])[O-].[K+].[K+].[CH3:17][C:18]([CH3:20])=[O:19], predict the reaction product. The product is: [Br:1][C:2]1[CH:7]=[CH:6][C:5]([O:8][CH2:17][CH:18]2[CH2:20][O:19]2)=[C:4]([Cl:9])[C:3]=1[Cl:10].